This data is from Full USPTO retrosynthesis dataset with 1.9M reactions from patents (1976-2016). The task is: Predict the reactants needed to synthesize the given product. (1) Given the product [CH3:22][C:21]1[N:24]([CH2:25][C:26]2[CH:31]=[CH:30][C:29]3[O:32][CH2:33][O:34][C:28]=3[CH:27]=2)[C:16]2[CH:15]=[C:14]([C:13](=[O:35])[NH:12][CH2:11][C:6]3[CH:7]=[CH:8][CH:9]=[CH:10][N:5]=3)[CH:19]=[CH:18][C:17]=2[N:20]=1, predict the reactants needed to synthesize it. The reactants are: C(O)(=O)C.[N:5]1[CH:10]=[CH:9][CH:8]=[CH:7][C:6]=1[CH2:11][NH:12][C:13](=[O:35])[C:14]1[CH:19]=[CH:18][C:17]([NH:20][C:21](=O)[CH3:22])=[C:16]([NH:24][CH2:25][C:26]2[CH:31]=[CH:30][C:29]3[O:32][CH2:33][O:34][C:28]=3[CH:27]=2)[CH:15]=1. (2) Given the product [CH3:1][O:2][CH:3]1[CH2:6][N:5]([C:7]([C:9]2[CH:18]=[CH:17][C:16]3[C:11](=[C:12]([C:19]4[CH:20]=[CH:21][C:22]([C:25]5[CH:26]=[N:27][N:28]([CH3:30])[CH:29]=5)=[CH:23][CH:24]=4)[CH:13]=[N+:14]([O-:36])[CH:15]=3)[N:10]=2)=[O:8])[CH2:4]1, predict the reactants needed to synthesize it. The reactants are: [CH3:1][O:2][CH:3]1[CH2:6][N:5]([C:7]([C:9]2[CH:18]=[CH:17][C:16]3[C:11](=[C:12]([C:19]4[CH:24]=[CH:23][C:22]([C:25]5[CH:26]=[N:27][N:28]([CH3:30])[CH:29]=5)=[CH:21][CH:20]=4)[CH:13]=[N:14][CH:15]=3)[N:10]=2)=[O:8])[CH2:4]1.ClC1C=C(C=CC=1)C(OO)=[O:36]. (3) Given the product [CH:21]1[N:22]=[C:23]([NH2:64])[C:24]2[N:29]=[CH:28][N:27]([C@@H:30]3[O:34][C@H:33]([CH2:35][O:36][P:37]([O:40][P:41]([O:44][CH2:45][C@H:46]4[O:50][C@@H:49]([N:51]5[CH:56]=[C:55]([C:57]([NH2:59])=[O:58])[CH2:54][CH:53]=[CH:52]5)[C@H:48]([OH:60])[C@@H:47]4[OH:61])([OH:43])=[O:42])([OH:39])=[O:38])[C@@H:32]([OH:62])[C@H:31]3[OH:63])[C:25]=2[N:26]=1.[CH:53]1[CH:52]=[N+:51]([C@@H:49]2[O:50][C@H:46]([CH2:45][O:44][P:41]([O:40][P:37]([O:36][CH2:35][C@H:33]3[O:34][C@@H:30]([N:27]4[C:25]5[N:26]=[CH:21][N:22]=[C:23]([NH2:64])[C:24]=5[N:29]=[CH:28]4)[C@H:31]([OH:63])[C@@H:32]3[OH:62])([OH:39])=[O:38])([OH:43])=[O:42])[C@@H:47]([OH:61])[C@H:48]2[OH:60])[CH:56]=[C:55]([C:57]([NH2:59])=[O:58])[CH:54]=1, predict the reactants needed to synthesize it. The reactants are: N[C@H](C([O-])=O)CCC([O-])=O.O=C(CCC([O-])=O)C([O-])=O.[CH:21]1[N:22]=[C:23]([NH2:64])[C:24]2[N:29]=[CH:28][N:27]([C@@H:30]3[O:34][C@H:33]([CH2:35][O:36][P:37]([O:40][P:41]([O:44][CH2:45][C@H:46]4[O:50][C@@H:49]([N:51]5[CH:56]=[C:55]([C:57]([NH2:59])=[O:58])[CH2:54][CH:53]=[CH:52]5)[C@H:48]([OH:60])[C@@H:47]4[OH:61])([OH:43])=[O:42])([OH:39])=[O:38])[C@@H:32]([OH:62])[C@H:31]3[OH:63])[C:25]=2[N:26]=1.N. (4) Given the product [CH3:30][C:10]1([CH2:9][OH:8])[S:16][CH2:15][CH2:14][N:13]2[C:17]([C:20]3([C:23]4[CH:28]=[CH:27][C:26]([C:36]5[CH:35]=[CH:34][CH:33]=[C:32]([CH3:31])[CH:37]=5)=[CH:25][CH:24]=4)[CH2:22][CH2:21]3)=[N:18][N:19]=[C:12]2[CH2:11]1, predict the reactants needed to synthesize it. The reactants are: [Si]([O:8][CH2:9][C:10]1([CH3:30])[S:16][CH2:15][CH2:14][N:13]2[C:17]([C:20]3([C:23]4[CH:28]=[CH:27][C:26](Cl)=[CH:25][CH:24]=4)[CH2:22][CH2:21]3)=[N:18][N:19]=[C:12]2[CH2:11]1)(C(C)(C)C)(C)C.[CH3:31][C:32]1[CH:33]=[C:34](B(O)O)[CH:35]=[CH:36][CH:37]=1.P([O-])([O-])([O-])=O.[K+].[K+].[K+].C(=O)([O-])O.[Na+]. (5) Given the product [OH:3][NH:2][C:13](=[NH:14])[CH2:12][CH:11]([O:15][CH3:16])[O:10][CH3:9], predict the reactants needed to synthesize it. The reactants are: Cl.[NH2:2][OH:3].C(=O)([O-])O.[Na+].[CH3:9][O:10][CH:11]([O:15][CH3:16])[CH2:12][C:13]#[N:14].